Dataset: Forward reaction prediction with 1.9M reactions from USPTO patents (1976-2016). Task: Predict the product of the given reaction. (1) Given the reactants [CH2:1]([N:8]([CH3:16])[C:9]1[CH:10]=[C:11]([OH:15])[CH:12]=[CH:13][CH:14]=1)[C:2]1[CH:7]=[CH:6][CH:5]=[CH:4][CH:3]=1.CN([CH:20]=[O:21])C.C([O-])([O-])=O.[Na+].[Na+], predict the reaction product. The product is: [CH2:1]([N:8]([CH3:16])[C:9]1[CH:14]=[CH:13][C:12]([CH:20]=[O:21])=[C:11]([OH:15])[CH:10]=1)[C:2]1[CH:3]=[CH:4][CH:5]=[CH:6][CH:7]=1. (2) Given the reactants [C:9](O[C:9]([O:11][C:12]([CH3:15])([CH3:14])[CH3:13])=[O:10])([O:11][C:12]([CH3:15])([CH3:14])[CH3:13])=[O:10].[N:16]([C@H:19]1[C@@H:23]([CH2:24][F:25])[CH2:22][N:21]([C@@H:26]([C:28]2[CH:33]=[CH:32][CH:31]=[CH:30][CH:29]=2)[CH3:27])[C:20]1=[O:34])=[N+]=[N-], predict the reaction product. The product is: [C:12]([O:11][C:9]([NH:16][C@H:19]1[C@@H:23]([CH2:24][F:25])[CH2:22][N:21]([C@@H:26]([C:28]2[CH:33]=[CH:32][CH:31]=[CH:30][CH:29]=2)[CH3:27])[C:20]1=[O:34])=[O:10])([CH3:13])([CH3:14])[CH3:15]. (3) Given the reactants [H-].[Na+].[O:3]=[C:4]1[CH2:12][C:11]2[C:6](=[CH:7][C:8]([C:13]#[N:14])=[CH:9][CH:10]=2)[NH:5]1.Cl[C:16]1[CH:26]=[CH:25][C:19]([C:20]([O:22][CH2:23][CH3:24])=[O:21])=[CH:18][N+:17]=1[O-].P(Cl)(Cl)Cl, predict the reaction product. The product is: [C:13]([C:8]1[CH:7]=[C:6]2[C:11]([C:12]([C:16]3[CH:26]=[CH:25][C:19]([C:20]([O:22][CH2:23][CH3:24])=[O:21])=[CH:18][N:17]=3)=[C:4]([OH:3])[NH:5]2)=[CH:10][CH:9]=1)#[N:14]. (4) The product is: [Cl:1][C:2]1[C:7]2=[N:8][CH:9]=[C:10]([O:12][CH2:13][C:14]3[O:15][C:16]([CH3:17])=[N:21][N:18]=3)[N:11]=[C:6]2[CH:5]=[CH:4][N:3]=1. Given the reactants [Cl:1][C:2]1[C:7]2=[N:8][CH:9]=[C:10]([O:12][CH2:13][C:14]3[O:15][CH:16]=[CH:17][N:18]=3)[N:11]=[C:6]2[CH:5]=[CH:4][N:3]=1.ClC1[N:21]=C2C=CN=C(Cl)C2=NC=1.CC1OC(CO)=NN=1, predict the reaction product. (5) Given the reactants [CH3:1][S:2]([C:5]1[CH:6]=[C:7]2[C:12](=[CH:13][CH:14]=1)[N:11]=[CH:10][C:9]([CH2:15][C:16]1[CH:17]=[C:18]([CH:23]=[CH:24][N:25]=1)[C:19]([O:21]C)=O)=[CH:8]2)(=[O:4])=[O:3].O[Li].O.Cl.Cl.[Cl:31][C:32]1[C:40]2[C:35](=[CH:36][C:37]([F:43])=[C:38](NC)[CH:39]=2)[NH:34][CH:33]=1.[CH3:44][N:45](C(ON1N=NC2C=CC=NC1=2)=[N+](C)C)C.F[P-](F)(F)(F)(F)F.CCN(CC)CC, predict the reaction product. The product is: [Cl:31][C:32]1[C:40]2[C:35](=[CH:36][C:37]([F:43])=[C:38]([CH2:44][NH:45][C:19](=[O:21])[C:18]3[CH:23]=[CH:24][N:25]=[C:16]([CH2:15][C:9]4[CH:10]=[N:11][C:12]5[C:7]([CH:8]=4)=[CH:6][C:5]([S:2]([CH3:1])(=[O:3])=[O:4])=[CH:14][CH:13]=5)[CH:17]=3)[CH:39]=2)[NH:34][CH:33]=1. (6) The product is: [OH:44][CH:41]([CH2:40][OH:45])[CH2:42][N:34]1[CH2:33][CH2:32][C:31]2[C:36](=[CH:37][CH:38]=[C:29]([C:26]3[N:25]=[C:24]([C:21]4[CH:22]=[CH:23][C:16]([O:15][CH:13]([CH3:12])[CH3:14])=[C:17]([CH:20]=4)[C:18]#[N:19])[O:28][N:27]=3)[C:30]=2[CH3:39])[CH2:35]1. Given the reactants C(O)(=O)C.FC(F)(F)C(O)=O.[CH3:12][CH:13]([O:15][C:16]1[CH:23]=[CH:22][C:21]([C:24]2[O:28][N:27]=[C:26]([C:29]3[C:30]([CH3:39])=[C:31]4[C:36](=[CH:37][CH:38]=3)[CH2:35][NH:34][CH2:33][CH2:32]4)[N:25]=2)=[CH:20][C:17]=1[C:18]#[N:19])[CH3:14].[CH2:40]([OH:45])[CH:41]([OH:44])[CH:42]=O.C(O[BH-](OC(=O)C)OC(=O)C)(=O)C.[Na+].C(=O)([O-])O.[Na+], predict the reaction product. (7) Given the reactants [Si:1]([O:8][C@H:9]1[CH2:18][C:17]2([CH2:21][CH2:20][CH2:19]2)[CH2:16][C:15]2[N:14]=[C:13]([CH:22]([CH3:24])[CH3:23])[C:12](C=O)=[C:11]([I:27])[C:10]1=2)([C:4]([CH3:7])([CH3:6])[CH3:5])([CH3:3])[CH3:2].I[C:29]1[CH:34]=[CH:33][C:32]([S:35]([F:40])([F:39])([F:38])([F:37])[F:36])=[CH:31][CH:30]=1.C([Mg]Cl)(C)C.[Cl-].[Li+].C([Mg]Cl)(C)C.[O:53]1CCC[CH2:54]1, predict the reaction product. The product is: [Si:1]([O:8][C@H:9]1[CH2:18][C:17]2([CH2:21][CH:20]([C@@H:54]([C:29]3[CH:34]=[CH:33][C:32]([S:35]([F:40])([F:39])([F:38])([F:37])[F:36])=[CH:31][CH:30]=3)[OH:53])[CH2:19]2)[CH2:16][C:15]2[N:14]=[C:13]([CH:22]([CH3:23])[CH3:24])[CH:12]=[C:11]([I:27])[C:10]1=2)([C:4]([CH3:7])([CH3:5])[CH3:6])([CH3:3])[CH3:2].